Dataset: Reaction yield outcomes from USPTO patents with 853,638 reactions. Task: Predict the reaction yield, written as a fraction of the theoretical maximum amount of product (1.0 means a 100% yield; for example, 0.34 means a 34% yield). (1) The reactants are [F:1][C:2]1[CH:10]=[C:9]2[C:5]([C:6]([C:20]3[CH:21]=[C:22]([NH2:27])[C:23]([NH2:26])=[N:24][CH:25]=3)=[CH:7][N:8]2[S:11]([C:14]2[CH:19]=[CH:18][CH:17]=[CH:16][CH:15]=2)(=[O:13])=[O:12])=[CH:4][CH:3]=1.C1C[O:31][CH2:30]C1. No catalyst specified. The product is [F:1][C:2]1[CH:10]=[C:9]2[C:5]([C:6]([C:20]3[CH:21]=[C:22]4[NH:27][C:30](=[O:31])[NH:26][C:23]4=[N:24][CH:25]=3)=[CH:7][N:8]2[S:11]([C:14]2[CH:15]=[CH:16][CH:17]=[CH:18][CH:19]=2)(=[O:12])=[O:13])=[CH:4][CH:3]=1. The yield is 0.480. (2) The reactants are CC1C=C(C)C=C(C)C=1S([O-])(=O)=O.[NH2:14][N:15]1[CH:20]=[C:19]([Cl:21])[CH:18]=[CH:17][C:16]1=[NH2+:22].[Cl:23][CH2:24][C:25](Cl)=O.N1C=CC=CC=1.C([O-])(O)=O.[Na+]. The catalyst is CN(C=O)C. The product is [Cl:21][C:19]1[CH:18]=[CH:17][C:16]2[N:15]([N:14]=[C:25]([CH2:24][Cl:23])[N:22]=2)[CH:20]=1. The yield is 0.230. (3) The reactants are Cl[C:2]1[CH:3]=[CH:4][C:5]([N+:9]([O-:11])=[O:10])=[C:6](F)[CH:7]=1.[C:12]([O:21][CH3:22])(=[O:20])[C:13]1[C:14](=[CH:16][CH:17]=[CH:18][CH:19]=1)[SH:15].C([O-])([O-])=O.[Cs+].[Cs+].C(Cl)[Cl:30]. The catalyst is CN(C=O)C. The product is [CH3:22][O:21][C:12](=[O:20])[C:13]1[CH:19]=[CH:18][CH:17]=[CH:16][C:14]=1[S:15][C:6]1[CH:7]=[CH:2][C:3]([Cl:30])=[CH:4][C:5]=1[N+:9]([O-:11])=[O:10]. The yield is 0.920. (4) The reactants are C[O:2][C:3](=[O:34])[CH2:4][C:5]1[CH:10]=[CH:9][C:8]([C:11]#[C:12][C:13]2[CH:14]=[C:15]3[C:20](=[C:21]([CH2:23][N:24]([CH:26]4[CH2:28][CH2:27]4)[CH3:25])[CH:22]=2)[O:19][C:18]([CH3:30])([CH3:29])[CH2:17][C:16]3([CH3:32])[CH3:31])=[CH:7][C:6]=1[F:33].[OH-].[Na+]. The catalyst is CO.O1CCCC1. The product is [CH:26]1([N:24]([CH2:23][C:21]2[CH:22]=[C:13]([C:12]#[C:11][C:8]3[CH:9]=[CH:10][C:5]([CH2:4][C:3]([OH:34])=[O:2])=[C:6]([F:33])[CH:7]=3)[CH:14]=[C:15]3[C:20]=2[O:19][C:18]([CH3:29])([CH3:30])[CH2:17][C:16]3([CH3:32])[CH3:31])[CH3:25])[CH2:28][CH2:27]1. The yield is 0.950. (5) The reactants are [NH2:1][C:2]1[C:11]2[C:6](=[C:7](Br)[CH:8]=[CH:9][CH:10]=2)[N:5]=[N:4][C:3]=1[C:13]([NH:15][CH2:16][CH2:17][CH3:18])=[O:14].[CH3:19][O:20][C:21]1[N:26]=[CH:25][C:24](B(O)O)=[CH:23][CH:22]=1. No catalyst specified. The product is [NH2:1][C:2]1[C:11]2[C:6](=[C:7]([C:24]3[CH:25]=[N:26][C:21]([O:20][CH3:19])=[CH:22][CH:23]=3)[CH:8]=[CH:9][CH:10]=2)[N:5]=[N:4][C:3]=1[C:13]([NH:15][CH2:16][CH2:17][CH3:18])=[O:14]. The yield is 0.720. (6) The reactants are [Br:1][C:2]1[S:3][C:4]([Br:7])=[CH:5][CH:6]=1.[N+:8]([O-])([OH:10])=[O:9].S(=O)(=O)(O)O. No catalyst specified. The product is [Br:1][C:2]1[S:3][C:4]([Br:7])=[CH:5][C:6]=1[N+:8]([O-:10])=[O:9]. The yield is 0.137. (7) The reactants are [OH:1][CH:2]1[CH2:11][C:10]2[CH:9]=[C:8]([C:12]([O:14][CH3:15])=[O:13])[CH:7]=[CH:6][C:5]=2[CH2:4][CH2:3]1.[Cl:16][C:17]1[CH:22]=[CH:21][C:20](O)=[CH:19][CH:18]=1.C1(P(C2C=CC=CC=2)C2C=CC=CC=2)C=CC=CC=1.N(C(OC(C)(C)C)=O)=NC(OC(C)(C)C)=O. The yield is 0.320. The catalyst is C1COCC1. The product is [Cl:16][C:17]1[CH:22]=[CH:21][C:20]([O:1][CH:2]2[CH2:11][C:10]3[CH:9]=[C:8]([C:12]([O:14][CH3:15])=[O:13])[CH:7]=[CH:6][C:5]=3[CH2:4][CH2:3]2)=[CH:19][CH:18]=1. (8) The reactants are [Br:1][C:2]1[CH:7]=[C:6]([F:8])[CH:5]=[CH:4][C:3]=1[CH:9]1[C:14]([C:15]([O:17][CH2:18][CH3:19])=[O:16])=[C:13]([CH2:20]Br)[NH:12][C:11]([C:22]2[S:23][CH:24]=[CH:25][N:26]=2)=[N:10]1.Cl.[CH3:28][C:29]1([CH3:38])[CH2:34][NH:33][C@H:32]([C:35]([OH:37])=[O:36])[CH2:31][O:30]1. The yield is 0.630. No catalyst specified. The product is [Br:1][C:2]1[CH:7]=[C:6]([F:8])[CH:5]=[CH:4][C:3]=1[CH:9]1[N:10]=[C:11]([C:22]2[S:23][CH:24]=[CH:25][N:26]=2)[NH:12][C:13]([CH2:20][N:33]2[CH2:34][C:29]([CH3:28])([CH3:38])[O:30][CH2:31][C@H:32]2[C:35]([OH:37])=[O:36])=[C:14]1[C:15]([O:17][CH2:18][CH3:19])=[O:16].